This data is from Forward reaction prediction with 1.9M reactions from USPTO patents (1976-2016). The task is: Predict the product of the given reaction. (1) Given the reactants [Cl:1][C:2]1[C:10]([I:11])=[CH:9][C:5]([C:6](O)=[O:7])=[C:4]([CH3:12])[CH:3]=1.C(N(CC)CC)C.ClC(OCC(C)C)=O.[BH4-].[Na+].[Cl-].[NH4+], predict the reaction product. The product is: [Cl:1][C:2]1[C:10]([I:11])=[CH:9][C:5]([CH2:6][OH:7])=[C:4]([CH3:12])[CH:3]=1. (2) The product is: [Cl:26][C:27]1[S:28][C:29]([S:33]([N:36]2[CH2:41][CH2:40][N:39]([CH3:42])[CH2:38][CH2:37]2)(=[O:34])=[O:35])=[CH:30][C:31]=1[NH:32][C:12]([C:11]1[CH:10]=[N:9][N:8]2[C:3]([CH:2]([F:1])[F:25])=[CH:4][C:5]([C:15]3[CH:20]=[CH:19][C:18]([C:21]([F:23])([F:22])[F:24])=[CH:17][CH:16]=3)=[N:6][C:7]=12)=[O:14]. Given the reactants [F:1][CH:2]([F:25])[C:3]1[N:8]2[N:9]=[CH:10][C:11]([C:12]([OH:14])=O)=[C:7]2[N:6]=[C:5]([C:15]2[CH:20]=[CH:19][C:18]([C:21]([F:24])([F:23])[F:22])=[CH:17][CH:16]=2)[CH:4]=1.[Cl:26][C:27]1[S:28][C:29]([S:33]([N:36]2[CH2:41][CH2:40][N:39]([CH3:42])[CH2:38][CH2:37]2)(=[O:35])=[O:34])=[CH:30][C:31]=1[NH2:32], predict the reaction product. (3) Given the reactants [CH2:1]([N:8]1[CH2:12][CH:11]([N+:13]([O-])=O)[CH:10]([C:16]2[CH:21]=[C:20]([F:22])[C:19]([F:23])=[CH:18][C:17]=2[Cl:24])[CH2:9]1)[C:2]1[CH:7]=[CH:6][CH:5]=[CH:4][CH:3]=1.C(N(C(C)C)C(C)C)C.[CH3:34][C:35]([O:38][C:39](O[C:39]([O:38][C:35]([CH3:37])([CH3:36])[CH3:34])=[O:40])=[O:40])([CH3:37])[CH3:36], predict the reaction product. The product is: [CH2:1]([N:8]1[CH2:9][CH:10]([C:16]2[CH:21]=[C:20]([F:22])[C:19]([F:23])=[CH:18][C:17]=2[Cl:24])[CH:11]([NH:13][C:39](=[O:40])[O:38][C:35]([CH3:37])([CH3:36])[CH3:34])[CH2:12]1)[C:2]1[CH:7]=[CH:6][CH:5]=[CH:4][CH:3]=1. (4) Given the reactants [CH3:1][O:2][C:3]([C:5]1[NH:6][C:7]2[C:12]([CH:13]=1)=[CH:11][CH:10]=[C:9]([O:14][CH3:15])[CH:8]=2)=[O:4].C([O-])([O-])=O.[K+].[K+].[CH2:22](Br)[C:23]1[CH:28]=[CH:27][CH:26]=[CH:25][CH:24]=1, predict the reaction product. The product is: [CH2:22]([N:6]1[C:7]2[C:12](=[CH:11][CH:10]=[C:9]([O:14][CH3:15])[CH:8]=2)[CH:13]=[C:5]1[C:3]([O:2][CH3:1])=[O:4])[C:23]1[CH:28]=[CH:27][CH:26]=[CH:25][CH:24]=1. (5) Given the reactants [CH2:1]([O:4][C:5]([C:7]1([NH:10][C:11]([C:13]2[N:17]3[C@@:18]([CH2:31][C:32]4[CH:37]=[CH:36][C:35](I)=[CH:34][CH:33]=4)([CH3:30])[C:19](=[O:29])[N:20]([C:21]4[CH:26]=[C:25]([Cl:27])[CH:24]=[C:23]([Cl:28])[CH:22]=4)[C:16]3=[N:15][CH:14]=2)=[O:12])[CH2:9][CH2:8]1)=[O:6])[CH:2]=[CH2:3].[NH:39]1[CH:43]=[N:42][CH:41]=[N:40]1.CN[C@@H]1CCCC[C@H]1NC.[O-]P([O-])([O-])=O.[K+].[K+].[K+], predict the reaction product. The product is: [CH2:1]([O:4][C:5]([C:7]1([NH:10][C:11]([C:13]2[N:17]3[C@:18]([CH3:30])([CH2:31][C:32]4[CH:37]=[CH:36][C:35]([N:39]5[CH:43]=[N:42][CH:41]=[N:40]5)=[CH:34][CH:33]=4)[C:19](=[O:29])[N:20]([C:21]4[CH:26]=[C:25]([Cl:27])[CH:24]=[C:23]([Cl:28])[CH:22]=4)[C:16]3=[N:15][CH:14]=2)=[O:12])[CH2:9][CH2:8]1)=[O:6])[CH:2]=[CH2:3]. (6) The product is: [Br:11][C:3]1[CH:4]=[C:5]([C:9]#[N:10])[C:6](=[O:8])[NH:7][C:2]=1[CH3:1]. Given the reactants [CH3:1][C:2]1[NH:7][C:6](=[O:8])[C:5]([C:9]#[N:10])=[CH:4][CH:3]=1.[Br:11]N1C(=O)CCC1=O, predict the reaction product. (7) Given the reactants F[C:2]1[CH:9]=[CH:8][C:5]([C:6]#[N:7])=[CH:4][CH:3]=1.[CH2:10]([N:17]1[CH2:22][CH2:21][NH:20][CH2:19][CH2:18]1)[C:11]1[CH:16]=[CH:15][CH:14]=[CH:13][CH:12]=1.C(=O)([O-])[O-].[K+].[K+], predict the reaction product. The product is: [CH2:10]([N:17]1[CH2:22][CH2:21][N:20]([C:2]2[CH:9]=[CH:8][C:5]([C:6]#[N:7])=[CH:4][CH:3]=2)[CH2:19][CH2:18]1)[C:11]1[CH:12]=[CH:13][CH:14]=[CH:15][CH:16]=1.